From a dataset of NCI-60 drug combinations with 297,098 pairs across 59 cell lines. Regression. Given two drug SMILES strings and cell line genomic features, predict the synergy score measuring deviation from expected non-interaction effect. (1) Drug 1: C1CC(C1)(C(=O)O)C(=O)O.[NH2-].[NH2-].[Pt+2]. Drug 2: CC1CCC2CC(C(=CC=CC=CC(CC(C(=O)C(C(C(=CC(C(=O)CC(OC(=O)C3CCCCN3C(=O)C(=O)C1(O2)O)C(C)CC4CCC(C(C4)OC)O)C)C)O)OC)C)C)C)OC. Cell line: SNB-75. Synergy scores: CSS=3.63, Synergy_ZIP=-1.75, Synergy_Bliss=0.999, Synergy_Loewe=-0.439, Synergy_HSA=0.0595. (2) Drug 1: CN(C)N=NC1=C(NC=N1)C(=O)N. Drug 2: C1C(C(OC1N2C=NC3=C2NC=NCC3O)CO)O. Cell line: MALME-3M. Synergy scores: CSS=0.996, Synergy_ZIP=0.541, Synergy_Bliss=1.00, Synergy_Loewe=-3.86, Synergy_HSA=-1.56. (3) Drug 1: CC(C)CN1C=NC2=C1C3=CC=CC=C3N=C2N. Drug 2: CC1C(C(CC(O1)OC2CC(CC3=C2C(=C4C(=C3O)C(=O)C5=C(C4=O)C(=CC=C5)OC)O)(C(=O)CO)O)N)O.Cl. Cell line: HCT-15. Synergy scores: CSS=26.0, Synergy_ZIP=1.19, Synergy_Bliss=2.10, Synergy_Loewe=-3.76, Synergy_HSA=1.13. (4) Drug 1: CC(C1=C(C=CC(=C1Cl)F)Cl)OC2=C(N=CC(=C2)C3=CN(N=C3)C4CCNCC4)N. Drug 2: C1=C(C(=O)NC(=O)N1)F. Cell line: OVCAR3. Synergy scores: CSS=62.3, Synergy_ZIP=2.83, Synergy_Bliss=2.08, Synergy_Loewe=0.172, Synergy_HSA=0.793.